This data is from Human liver microsome stability data. The task is: Regression/Classification. Given a drug SMILES string, predict its absorption, distribution, metabolism, or excretion properties. Task type varies by dataset: regression for continuous measurements (e.g., permeability, clearance, half-life) or binary classification for categorical outcomes (e.g., BBB penetration, CYP inhibition). Dataset: hlm. The compound is CCCC(=O)c1cc(C#N)c(N2CCC(C(=O)NS(=O)(=O)Cc3ccccc3)CC2)nc1SC. The result is 0 (unstable in human liver microsomes).